This data is from Reaction yield outcomes from USPTO patents with 853,638 reactions. The task is: Predict the reaction yield, written as a fraction of the theoretical maximum amount of product (1.0 means a 100% yield; for example, 0.34 means a 34% yield). (1) The reactants are [F:1][C:2]1[CH:7]=[CH:6][CH:5]=[C:4]([F:8])[C:3]=1[N:9]1[C:14]2[N:15]=[C:16]([NH:34][CH2:35][C:36]3[NH:37][CH:38]=[CH:39][N:40]=3)[N:17]=[C:18]([C:19]3[CH:20]=[C:21]([CH:30]=[CH:31][C:32]=3[CH3:33])[C:22]([NH:24][C:25]3[S:26][CH:27]=[CH:28][N:29]=3)=[O:23])[C:13]=2[CH:12]=[CH:11][C:10]1=[O:41].[CH3:42][S:43]([OH:46])(=[O:45])=[O:44]. The catalyst is C(#N)C. The product is [CH3:42][S:43]([OH:46])(=[O:45])=[O:44].[F:1][C:2]1[CH:7]=[CH:6][CH:5]=[C:4]([F:8])[C:3]=1[N:9]1[C:14]2[N:15]=[C:16]([NH:34][CH2:35][C:36]3[NH:40][CH:39]=[CH:38][N:37]=3)[N:17]=[C:18]([C:19]3[CH:20]=[C:21]([CH:30]=[CH:31][C:32]=3[CH3:33])[C:22]([NH:24][C:25]3[S:26][CH:27]=[CH:28][N:29]=3)=[O:23])[C:13]=2[CH:12]=[CH:11][C:10]1=[O:41]. The yield is 0.708. (2) The reactants are [Cl:1][C:2]1[CH:9]=[C:8]([C:10]2[NH:14][N:13]=[CH:12][C:11]=2[Cl:15])[CH:7]=[CH:6][C:3]=1[C:4]#[N:5].Cl.C(O)C. No catalyst specified. The product is [ClH:1].[Cl:1][C:2]1[CH:9]=[C:8]([C:10]2[NH:14][N:13]=[CH:12][C:11]=2[Cl:15])[CH:7]=[CH:6][C:3]=1[C:4]#[N:5]. The yield is 0.180. (3) The reactants are C([O:3][C:4]([C:6]1[CH:7]=[C:8]2[CH2:15][CH2:14][CH2:13][C:9]2=[N:10][C:11]=1[NH2:12])=[O:5])C.[OH-].[Na+].Cl. The catalyst is C(O)C. The product is [NH2:12][C:11]1[N:10]=[C:9]2[CH2:13][CH2:14][CH2:15][C:8]2=[CH:7][C:6]=1[C:4]([OH:5])=[O:3]. The yield is 0.830. (4) The reactants are [Cl:1][C:2]1[CH:3]=[CH:4][C:5]([S:9][CH3:10])=[C:6]([NH2:8])[CH:7]=1.[F:11][C:12]1[CH:17]=[C:16]([F:18])[CH:15]=[CH:14][C:13]=1[S:19](Cl)(=[O:21])=[O:20]. No catalyst specified. The product is [Cl:1][C:2]1[CH:3]=[CH:4][C:5]([S:9][CH3:10])=[C:6]([NH:8][S:19]([C:13]2[CH:14]=[CH:15][C:16]([F:18])=[CH:17][C:12]=2[F:11])(=[O:21])=[O:20])[CH:7]=1. The yield is 0.940.